Task: Predict the product of the given reaction.. Dataset: Forward reaction prediction with 1.9M reactions from USPTO patents (1976-2016) (1) The product is: [Br:1][CH2:34][CH:33]=[CH:32][C:31]#[C:30][Si:29]([CH3:37])([CH3:36])[CH3:28]. Given the reactants [Br:1]N1C(=O)CCC1=O.C1(P(C2C=CC=CC=2)C2C=CC=CC=2)C=CC=CC=1.[CH3:28][Si:29]([CH3:37])([CH3:36])[C:30]#[C:31]/[CH:32]=[CH:33]/[CH2:34]O, predict the reaction product. (2) Given the reactants [NH2:1][C@H:2]1[CH2:6][CH2:5][C@@H:4]([C:7]([O:9][CH3:10])=[O:8])[CH2:3]1.[F:11][C:12]1[CH:17]=[C:16]([F:18])[CH:15]=[CH:14][C:13]=1[C:19]1[CH:24]=[CH:23][C:22]([S:25](Cl)(=[O:27])=[O:26])=[CH:21][CH:20]=1, predict the reaction product. The product is: [F:11][C:12]1[CH:17]=[C:16]([F:18])[CH:15]=[CH:14][C:13]=1[C:19]1[CH:20]=[CH:21][C:22]([S:25]([NH:1][C@H:2]2[CH2:6][CH2:5][C@@H:4]([C:7]([O:9][CH3:10])=[O:8])[CH2:3]2)(=[O:27])=[O:26])=[CH:23][CH:24]=1.